Dataset: Reaction yield outcomes from USPTO patents with 853,638 reactions. Task: Predict the reaction yield, written as a fraction of the theoretical maximum amount of product (1.0 means a 100% yield; for example, 0.34 means a 34% yield). (1) The reactants are [Br:1][C:2]1[CH:11]=[C:10]2[C:5]([N:6]=[CH:7][C:8]([NH:12][NH2:13])=[N:9]2)=[CH:4][CH:3]=1.[C:14]([O:18][C:19]([N:21]1[CH2:26][CH2:25][CH:24]([C:27](O)=[O:28])[CH2:23][CH2:22]1)=[O:20])([CH3:17])([CH3:16])[CH3:15].CCN=C=NCCCN(C)C.C1C=CC2N(O)N=NC=2C=1. The catalyst is CN(C=O)C.O. The product is [Br:1][C:2]1[CH:11]=[C:10]2[C:5]([N:6]=[CH:7][C:8]([NH:12][NH:13][C:27]([CH:24]3[CH2:25][CH2:26][N:21]([C:19]([O:18][C:14]([CH3:17])([CH3:16])[CH3:15])=[O:20])[CH2:22][CH2:23]3)=[O:28])=[N:9]2)=[CH:4][CH:3]=1. The yield is 0.620. (2) The yield is 0.790. The catalyst is O. The reactants are [C:1]([O:5][C:6]([N:8]1[CH2:19][CH2:18][C:11]2([NH:15][C:14](=[O:16])[NH:13][C:12]2=[O:17])[CH2:10][CH2:9]1)=[O:7])([CH3:4])([CH3:3])[CH3:2].[CH3:20][O:21][C:22]1[CH:29]=[CH:28][C:25]([CH2:26]Cl)=[CH:24][CH:23]=1.C(=O)([O-])[O-].[K+].[K+].CN(C=O)C. The product is [C:1]([O:5][C:6]([N:8]1[CH2:9][CH2:10][C:11]2([NH:15][C:14](=[O:16])[N:13]([CH2:26][C:25]3[CH:28]=[CH:29][C:22]([O:21][CH3:20])=[CH:23][CH:24]=3)[C:12]2=[O:17])[CH2:18][CH2:19]1)=[O:7])([CH3:4])([CH3:2])[CH3:3].